Regression. Given two drug SMILES strings and cell line genomic features, predict the synergy score measuring deviation from expected non-interaction effect. From a dataset of NCI-60 drug combinations with 297,098 pairs across 59 cell lines. Drug 1: C1CN1P(=S)(N2CC2)N3CC3. Drug 2: C1CC(C1)(C(=O)O)C(=O)O.[NH2-].[NH2-].[Pt+2]. Cell line: MDA-MB-231. Synergy scores: CSS=25.8, Synergy_ZIP=-2.48, Synergy_Bliss=-2.81, Synergy_Loewe=1.29, Synergy_HSA=2.09.